Dataset: Forward reaction prediction with 1.9M reactions from USPTO patents (1976-2016). Task: Predict the product of the given reaction. Given the reactants O.[ClH:2].[C:3]([N:11]1[CH2:16][CH2:15][CH2:14][C:13]([CH2:25][CH2:26][CH2:27][N:28]2[CH2:33][CH2:32][C:31]([CH2:36][C:37]3[CH:42]=[CH:41][CH:40]=[CH:39][CH:38]=3)([C:34]#[N:35])[CH2:30][CH2:29]2)([C:17]2[CH:22]=[CH:21][C:20]([Cl:23])=[C:19]([Cl:24])[CH:18]=2)[CH2:12]1)(=[O:10])[C:4]1[CH:9]=[CH:8][CH:7]=[CH:6][CH:5]=1.Cl, predict the reaction product. The product is: [OH2:10].[ClH:23].[ClH:2].[NH2:35][CH2:34][C:31]1([CH2:36][C:37]2[CH:38]=[CH:39][CH:40]=[CH:41][CH:42]=2)[CH2:32][CH2:33][N:28]([CH2:27][CH2:26][CH2:25][C:13]2([C:17]3[CH:22]=[CH:21][C:20]([Cl:23])=[C:19]([Cl:24])[CH:18]=3)[CH2:14][CH2:15][CH2:16][N:11]([C:3](=[O:10])[C:4]3[CH:9]=[CH:8][CH:7]=[CH:6][CH:5]=3)[CH2:12]2)[CH2:29][CH2:30]1.[NH2:35][CH2:34][C:31]1([CH2:36][C:37]2[CH:38]=[CH:39][CH:40]=[CH:41][CH:42]=2)[CH2:32][CH2:33][N:28]([CH2:27][CH2:26][CH2:25][C:13]2([C:17]3[CH:22]=[CH:21][C:20]([Cl:23])=[C:19]([Cl:24])[CH:18]=3)[CH2:14][CH2:15][CH2:16][N:11]([C:3](=[O:10])[C:4]3[CH:9]=[CH:8][CH:7]=[CH:6][CH:5]=3)[CH2:12]2)[CH2:29][CH2:30]1.[ClH:23].[ClH:23].